This data is from NCI-60 drug combinations with 297,098 pairs across 59 cell lines. The task is: Regression. Given two drug SMILES strings and cell line genomic features, predict the synergy score measuring deviation from expected non-interaction effect. (1) Drug 1: C1CN1C2=NC(=NC(=N2)N3CC3)N4CC4. Drug 2: CN(CCCl)CCCl.Cl. Cell line: NCI-H322M. Synergy scores: CSS=2.10, Synergy_ZIP=-3.72, Synergy_Bliss=-5.64, Synergy_Loewe=-4.53, Synergy_HSA=-4.00. (2) Drug 1: C1=C(C(=O)NC(=O)N1)N(CCCl)CCCl. Synergy scores: CSS=9.65, Synergy_ZIP=-7.67, Synergy_Bliss=-10.1, Synergy_Loewe=-9.87, Synergy_HSA=-7.78. Drug 2: C(CC(=O)O)C(=O)CN.Cl. Cell line: MALME-3M. (3) Drug 1: C1=NC2=C(N=C(N=C2N1C3C(C(C(O3)CO)O)O)F)N. Drug 2: C1=CC=C(C=C1)NC(=O)CCCCCCC(=O)NO. Cell line: UACC-257. Synergy scores: CSS=15.8, Synergy_ZIP=-6.52, Synergy_Bliss=1.62, Synergy_Loewe=-21.1, Synergy_HSA=-1.31. (4) Drug 1: C1=NC2=C(N=C(N=C2N1C3C(C(C(O3)CO)O)O)F)N. Drug 2: CN1C(=O)N2C=NC(=C2N=N1)C(=O)N. Cell line: RPMI-8226. Synergy scores: CSS=-3.23, Synergy_ZIP=1.06, Synergy_Bliss=0.516, Synergy_Loewe=-0.930, Synergy_HSA=-1.82. (5) Drug 1: CC1=C(C(CCC1)(C)C)C=CC(=CC=CC(=CC(=O)O)C)C. Drug 2: CS(=O)(=O)CCNCC1=CC=C(O1)C2=CC3=C(C=C2)N=CN=C3NC4=CC(=C(C=C4)OCC5=CC(=CC=C5)F)Cl. Cell line: UACC-257. Synergy scores: CSS=4.97, Synergy_ZIP=-1.74, Synergy_Bliss=-2.27, Synergy_Loewe=-3.68, Synergy_HSA=-2.27.